From a dataset of Forward reaction prediction with 1.9M reactions from USPTO patents (1976-2016). Predict the product of the given reaction. (1) Given the reactants [CH2:1]([C:5]1[N:6]=[C:7]([CH3:34])[N:8]([C:27]2[N:32]=[CH:31][C:30]([OH:33])=[CH:29][N:28]=2)[C:9](=[O:26])[C:10]=1[CH2:11][C:12]1[CH:17]=[CH:16][C:15]([C:18]2[C:19]([C:24]#[N:25])=[CH:20][CH:21]=[CH:22][CH:23]=2)=[CH:14][CH:13]=1)[CH2:2][CH2:3][CH3:4].[CH2:35]([C:37]1[CH:38]=[CH:39][C:40]([CH2:43][CH2:44]O)=[N:41][CH:42]=1)[CH3:36].C1(P(C2C=CC=CC=2)C2C=CC=CC=2)C=CC=CC=1.C(OC(N=NC(OCC)=O)=O)C, predict the reaction product. The product is: [CH2:1]([C:5]1[N:6]=[C:7]([CH3:34])[N:8]([C:27]2[N:32]=[CH:31][C:30]([O:33][CH2:44][CH2:43][C:40]3[CH:39]=[CH:38][C:37]([CH2:35][CH3:36])=[CH:42][N:41]=3)=[CH:29][N:28]=2)[C:9](=[O:26])[C:10]=1[CH2:11][C:12]1[CH:13]=[CH:14][C:15]([C:18]2[C:19]([C:24]#[N:25])=[CH:20][CH:21]=[CH:22][CH:23]=2)=[CH:16][CH:17]=1)[CH2:2][CH2:3][CH3:4]. (2) Given the reactants [CH3:1][N:2]([CH3:5])[CH:3]=O.[C:6](Cl)(=O)[C:7](Cl)=O.C(OCCCC)=C.[F:19][C:20]([F:30])([F:29])[C:21](=[O:28])[CH2:22][C:23]([O:25][CH2:26][CH3:27])=[O:24].C(N(CC)CC)C.Cl, predict the reaction product. The product is: [CH3:1][N:2]([CH3:5])[CH:3]=[CH:6][CH:7]=[C:22]([C:21](=[O:28])[C:20]([F:29])([F:30])[F:19])[C:23]([O:25][CH2:26][CH3:27])=[O:24]. (3) Given the reactants [F:1][C:2]1[CH:7]=[CH:6][CH:5]=[CH:4][C:3]=1[S:8]([NH:11][C:12]1[C:23]([C:24]([O:26][CH3:27])=[O:25])=[C:16]2[CH2:17][CH2:18][CH2:19][CH2:20][C:21](=O)[C:15]2=[CH:14][CH:13]=1)(=[O:10])=[O:9], predict the reaction product. The product is: [F:1][C:2]1[CH:7]=[CH:6][CH:5]=[CH:4][C:3]=1[S:8]([NH:11][C:12]1[C:23]([C:24]([O:26][CH3:27])=[O:25])=[C:16]2[CH2:17][CH2:18][CH2:19][CH2:20][CH2:21][C:15]2=[CH:14][CH:13]=1)(=[O:10])=[O:9]. (4) Given the reactants C([NH:8][C@@H:9]1[CH2:14][C@H:13]([C:15]2[CH:20]=[CH:19][N:18]=[CH:17][C:16]=2[N+:21]([O-])=O)[O:12][C@H:11]([CH:24]([CH3:26])[CH3:25])[CH2:10]1)C1C=CC=CC=1.[CH3:39][C:38]([O:37][C:35](O[C:35]([O:37][C:38]([CH3:41])([CH3:40])[CH3:39])=[O:36])=[O:36])([CH3:41])[CH3:40], predict the reaction product. The product is: [NH2:21][C:16]1[CH:17]=[N:18][CH:19]=[CH:20][C:15]=1[C@H:13]1[CH2:14][C@@H:9]([NH:8][C:35](=[O:36])[O:37][C:38]([CH3:39])([CH3:40])[CH3:41])[CH2:10][C@@H:11]([CH:24]([CH3:26])[CH3:25])[O:12]1.[NH2:21][C:16]1[CH:17]=[N:18][CH:19]=[CH:20][C:15]=1[C@@H:13]1[CH2:14][C@H:9]([NH:8][C:35](=[O:36])[O:37][C:38]([CH3:39])([CH3:40])[CH3:41])[CH2:10][C@H:11]([CH:24]([CH3:26])[CH3:25])[O:12]1. (5) Given the reactants Br[C:2]1[C:10]2[N:9]=[C:8]([CH3:11])[N:7]([CH2:12][C:13]3[CH:18]=[CH:17][CH:16]=[C:15]([Cl:19])[CH:14]=3)[C:6]=2[CH:5]=[C:4]([N:20]2[CH2:25][CH2:24][O:23][CH2:22][CH2:21]2)[CH:3]=1.C[O:27][B:28](OC)[O:29]C, predict the reaction product. The product is: [Cl:19][C:15]1[CH:14]=[C:13]([CH:18]=[CH:17][CH:16]=1)[CH2:12][N:7]1[C:6]2[CH:5]=[C:4]([N:20]3[CH2:25][CH2:24][O:23][CH2:22][CH2:21]3)[CH:3]=[C:2]([B:28]([OH:29])[OH:27])[C:10]=2[N:9]=[C:8]1[CH3:11].